Dataset: TCR-epitope binding with 47,182 pairs between 192 epitopes and 23,139 TCRs. Task: Binary Classification. Given a T-cell receptor sequence (or CDR3 region) and an epitope sequence, predict whether binding occurs between them. (1) The epitope is HPKVSSEVHI. The TCR CDR3 sequence is CASSLGPLTGLGPEAFF. Result: 1 (the TCR binds to the epitope). (2) The epitope is HTTDPSFLGRY. The TCR CDR3 sequence is CASSPDLETMGYTF. Result: 1 (the TCR binds to the epitope). (3) The epitope is LLWNGPMAV. The TCR CDR3 sequence is CASSFLAGPDTPPNTGELFF. Result: 1 (the TCR binds to the epitope). (4) The TCR CDR3 sequence is CASSFGPGWGNPSSYNEQFF. The epitope is IVTDFSVIK. Result: 1 (the TCR binds to the epitope). (5) The epitope is LLQTGIHVRVSQPSL. The TCR CDR3 sequence is CASSLASYGYTF. Result: 1 (the TCR binds to the epitope). (6) The epitope is VLWAHGFEL. The TCR CDR3 sequence is CASSFFSGGAYNEQFF. Result: 1 (the TCR binds to the epitope). (7) Result: 1 (the TCR binds to the epitope). The epitope is GLCTLVAML. The TCR CDR3 sequence is CSARVGPTGNTIYF. (8) The epitope is RPHERNGFTVL. The TCR CDR3 sequence is CASRDGQGRTDTQYF. Result: 0 (the TCR does not bind to the epitope). (9) The epitope is KLSYGIATV. The TCR CDR3 sequence is CASSYGQGVGELFF. Result: 1 (the TCR binds to the epitope). (10) The epitope is RAKFKQLL. The TCR CDR3 sequence is CASSPTGAGNQPQHF. Result: 1 (the TCR binds to the epitope).